Dataset: Full USPTO retrosynthesis dataset with 1.9M reactions from patents (1976-2016). Task: Predict the reactants needed to synthesize the given product. (1) Given the product [CH3:56][O:55][C:52]1[CH:51]=[CH:50][C:49]([CH2:48][N:47]([CH2:57][C:58]2[CH:59]=[CH:60][C:61]([O:64][CH3:65])=[CH:62][CH:63]=2)[C:42]2[N:43]=[C:44]([CH3:46])[N:45]=[C:40]([C:27]3[CH:26]=[C:25]([CH2:1][CH:2]4[CH2:7][CH2:6][N:5]([C:8]([O:10][C:11]([CH3:14])([CH3:13])[CH3:12])=[O:9])[CH2:4][CH2:3]4)[CH:30]=[N:29][C:28]=3[NH:31][C:32]3[CH:33]=[N:34][C:35]([O:38][CH3:39])=[CH:36][CH:37]=3)[N:41]=2)=[CH:54][CH:53]=1, predict the reactants needed to synthesize it. The reactants are: [CH2:1]=[C:2]1[CH2:7][CH2:6][N:5]([C:8]([O:10][C:11]([CH3:14])([CH3:13])[CH3:12])=[O:9])[CH2:4][CH2:3]1.B1C2CCCC1CCC2.Cl[C:25]1[CH:26]=[C:27]([C:40]2[N:45]=[C:44]([CH3:46])[N:43]=[C:42]([N:47]([CH2:57][C:58]3[CH:63]=[CH:62][C:61]([O:64][CH3:65])=[CH:60][CH:59]=3)[CH2:48][C:49]3[CH:54]=[CH:53][C:52]([O:55][CH3:56])=[CH:51][CH:50]=3)[N:41]=2)[C:28]([NH:31][C:32]2[CH:33]=[N:34][C:35]([O:38][CH3:39])=[CH:36][CH:37]=2)=[N:29][CH:30]=1.C1(P(C2CCCCC2)C2C=CC=CC=2C2C(C(C)C)=CC(C(C)C)=CC=2C(C)C)CCCCC1.C([O-])([O-])=O.[Na+].[Na+]. (2) Given the product [F:24][C:2]([F:1])([F:23])[C:3]1[CH:8]=[CH:7][C:6]([C:9]([F:10])([F:11])[F:12])=[CH:5][C:4]=1[C:13]1[CH:18]=[CH:17][N:16]=[C:15]([C:19]2[NH:21][O:22][C:25](=[O:26])[N:20]=2)[CH:14]=1, predict the reactants needed to synthesize it. The reactants are: [F:1][C:2]([F:24])([F:23])[C:3]1[CH:8]=[CH:7][C:6]([C:9]([F:12])([F:11])[F:10])=[CH:5][C:4]=1[C:13]1[CH:18]=[CH:17][N:16]=[C:15]([C:19](=[N:21][OH:22])[NH2:20])[CH:14]=1.[C:25](N1C=CN=C1)(N1C=CN=C1)=[O:26].N12CCCN=C1CCCCC2.Cl.